This data is from Full USPTO retrosynthesis dataset with 1.9M reactions from patents (1976-2016). The task is: Predict the reactants needed to synthesize the given product. (1) Given the product [C:7]([C:6]1[CH:5]=[C:4]([NH:3][CH:19]([C:17]2[CH:18]=[CH:13][CH:14]=[CH:15][C:16]=2[O:21][CH:22]2[CH:23]([OH:32])[CH:24]([OH:31])[CH:25]([OH:30])[CH:26]([CH2:28][OH:29])[O:27]2)[C:46]([NH:45][CH2:47][C:48]([N:50]2[CH2:51][CH2:52][N:53]([CH3:56])[CH2:54][CH2:55]2)=[O:49])=[O:41])[CH:12]=[CH:11][CH:10]=1)(=[NH:9])[NH2:8], predict the reactants needed to synthesize it. The reactants are: Cl.Cl.[NH2:3][C:4]1[CH:5]=[C:6]([CH:10]=[CH:11][CH:12]=1)[C:7]([NH2:9])=[NH:8].[CH:13]1[CH:14]=[CH:15][C:16]([O:21][C@@H:22]2[O:27][C@H:26]([CH2:28][OH:29])[C@@H:25]([OH:30])[C@H:24]([OH:31])[C@H:23]2[OH:32])=[C:17]([CH:19]=O)[CH:18]=1.O.C1(C)C=CC(S(O)(=O)=[O:41])=CC=1.[N+:45]([CH2:47][C:48]([N:50]1[CH2:55][CH2:54][N:53]([CH3:56])[CH2:52][CH2:51]1)=[O:49])#[C-:46]. (2) Given the product [F:1][C:2]1[CH:7]=[CH:6][C:5]([F:8])=[CH:4][C:3]=1[CH2:9][CH:10]([NH:12][C:13]1[CH:18]=[CH:17][NH:16][C:15](=[O:19])[C:14]=1[C:20]1[NH:21][C:22]2=[CH:30][C:29]3[CH2:28][N:27]([CH2:32][CH2:33][N:34]([CH3:35])[CH3:36])[C:26](=[O:37])[C:25]=3[CH:24]=[C:23]2[N:38]=1)[CH3:11], predict the reactants needed to synthesize it. The reactants are: [F:1][C:2]1[CH:7]=[CH:6][C:5]([F:8])=[CH:4][C:3]=1[CH2:9][CH:10]([NH:12][C:13]1[CH:18]=[CH:17][NH:16][C:15](=[O:19])[C:14]=1[C:20]1[NH:38][C:23]2=[CH:24][C:25]3[C:26](=[O:37])[N:27]([CH2:32][CH2:33][N:34]([CH3:36])[CH3:35])[C:28](=O)[C:29]=3[CH:30]=[C:22]2[N:21]=1)[CH3:11]. (3) Given the product [NH2:7][C:8]1[C:9]([N+:11]([O-:13])=[O:12])=[CH:10][C:2]([Cl:1])=[CH:3][C:4]=1[C:5]([OH:15])=[O:16], predict the reactants needed to synthesize it. The reactants are: [Cl:1][C:2]1[CH:3]=[C:4]2[C:8](=[C:9]([N+:11]([O-:13])=[O:12])[CH:10]=1)[NH:7]C(=O)[C:5]2=[O:15].[OH:16]O.Cl. (4) Given the product [Cl:1][C:2]1[CH:3]=[C:4]([C@@H:12]([CH2:31][CH:32]2[CH2:33][CH2:34][CH2:35][CH2:36]2)[C:13]([NH:15][C:16]2[CH:20]=[CH:19][N:18]([CH2:21][C:22]3[CH:23]=[CH:24][C:25]([C:26]([NH:56][CH2:55][CH2:54][CH2:53][O:52][CH3:51])=[O:28])=[CH:29][CH:30]=3)[N:17]=2)=[O:14])[CH:5]=[CH:6][C:7]=1[S:8]([CH3:11])(=[O:10])=[O:9], predict the reactants needed to synthesize it. The reactants are: [Cl:1][C:2]1[CH:3]=[C:4]([C@@H:12]([CH2:31][CH:32]2[CH2:36][CH2:35][CH2:34][CH2:33]2)[C:13]([NH:15][C:16]2[CH:20]=[CH:19][N:18]([CH2:21][C:22]3[CH:30]=[CH:29][C:25]([C:26]([OH:28])=O)=[CH:24][CH:23]=3)[N:17]=2)=[O:14])[CH:5]=[CH:6][C:7]=1[S:8]([CH3:11])(=[O:10])=[O:9].C(Cl)(=O)C(Cl)=O.N1C(C)=CC=CC=1C.[CH3:51][O:52][CH2:53][CH2:54][CH2:55][NH2:56].